From a dataset of Reaction yield outcomes from USPTO patents with 853,638 reactions. Predict the reaction yield, written as a fraction of the theoretical maximum amount of product (1.0 means a 100% yield; for example, 0.34 means a 34% yield). (1) The reactants are [C:1]([N:4]1[C:13]2[C:8](=[CH:9][C:10](Br)=[CH:11][CH:12]=2)[CH:7]([NH:15][C:16]2[CH:21]=[CH:20][C:19]([Cl:22])=[CH:18][CH:17]=2)[CH2:6][CH:5]1[CH3:23])(=[O:3])[CH3:2].[CH3:24][C:25]1[N:26]([CH2:43][O:44][CH2:45][CH2:46][Si:47]([CH3:50])([CH3:49])[CH3:48])[C:27]([Sn](CCCC)(CCCC)CCCC)=[CH:28][N:29]=1. The catalyst is CN(C=O)C.C1C=CC([P]([Pd]([P](C2C=CC=CC=2)(C2C=CC=CC=2)C2C=CC=CC=2)([P](C2C=CC=CC=2)(C2C=CC=CC=2)C2C=CC=CC=2)[P](C2C=CC=CC=2)(C2C=CC=CC=2)C2C=CC=CC=2)(C2C=CC=CC=2)C2C=CC=CC=2)=CC=1. The product is [C:1]([N:4]1[C:13]2[C:8](=[CH:9][C:10]([C:27]3[N:26]([CH2:43][O:44][CH2:45][CH2:46][Si:47]([CH3:50])([CH3:49])[CH3:48])[C:25]([CH3:24])=[N:29][CH:28]=3)=[CH:11][CH:12]=2)[CH:7]([NH:15][C:16]2[CH:21]=[CH:20][C:19]([Cl:22])=[CH:18][CH:17]=2)[CH2:6][CH:5]1[CH3:23])(=[O:3])[CH3:2]. The yield is 0.530. (2) The reactants are [Cl:1][C:2]1[CH:31]=[CH:30][C:29]([Cl:32])=[CH:28][C:3]=1[O:4][CH:5]([C:22]1[CH:27]=[CH:26][CH:25]=[CH:24][CH:23]=1)[CH2:6][CH2:7][CH2:8][N:9]1[CH2:14][CH2:13][N:12](C(OC(C)(C)C)=O)[CH2:11][CH2:10]1.[C:33]([OH:40])(=[O:39])/[CH:34]=[CH:35]/[C:36]([OH:38])=[O:37]. The catalyst is Cl.O1CCOCC1. The product is [C:33]([OH:40])(=[O:39])/[CH:34]=[CH:35]/[C:36]([OH:38])=[O:37].[Cl:1][C:2]1[CH:31]=[CH:30][C:29]([Cl:32])=[CH:28][C:3]=1[O:4][CH:5]([C:22]1[CH:27]=[CH:26][CH:25]=[CH:24][CH:23]=1)[CH2:6][CH2:7][CH2:8][N:9]1[CH2:10][CH2:11][NH:12][CH2:13][CH2:14]1. The yield is 0.490. (3) The reactants are [C:1]([O:4][CH2:5][CH2:6][CH2:7][N:8]1[C:13](=[O:14])[C:12]2[NH:15][C:16]([C:18]3[CH:23]=[CH:22][CH:21]=[C:20]([O:24][C:25]([F:28])([F:27])[F:26])[CH:19]=3)=[CH:17][C:11]=2[N:10]([CH3:29])[C:9]1=[O:30])(=[O:3])[CH3:2].[Cl:31][C:32]1[CH:37]=[CH:36][C:35]([CH2:38]Cl)=[CH:34][CH:33]=1.C([O-])([O-])=O.[K+].[K+]. The product is [C:1]([O:4][CH2:5][CH2:6][CH2:7][N:8]1[C:13](=[O:14])[C:12]2[N:15]([CH2:38][C:35]3[CH:36]=[CH:37][C:32]([Cl:31])=[CH:33][CH:34]=3)[C:16]([C:18]3[CH:23]=[CH:22][CH:21]=[C:20]([O:24][C:25]([F:26])([F:27])[F:28])[CH:19]=3)=[CH:17][C:11]=2[N:10]([CH3:29])[C:9]1=[O:30])(=[O:3])[CH3:2]. The yield is 0.387. The catalyst is CN(C=O)C.CC(=O)OCC.[Cl-].[Na+].O. (4) The yield is 0.655. The catalyst is C1COCC1. The reactants are [CH:1]1([OH:9])[CH2:8][CH2:7][CH2:6][CH:5]=[CH:4][CH2:3][CH2:2]1.[H-].[Na+].I[CH2:13][C:14]([OH:16])=[O:15]. The product is [CH:1]1([O:9][CH2:13][C:14]([OH:16])=[O:15])[CH2:8][CH2:7][CH2:6][CH:5]=[CH:4][CH2:3][CH2:2]1. (5) The reactants are [CH3:1][Si](Cl)(C)C.[N+:6]([C:9]1[CH:10]=[C:11]([CH2:15][C:16]([OH:18])=[O:17])[CH:12]=[CH:13][CH:14]=1)([O-:8])=[O:7]. The catalyst is CO. The product is [CH3:1][O:17][C:16](=[O:18])[CH2:15][C:11]1[CH:12]=[CH:13][CH:14]=[C:9]([N+:6]([O-:8])=[O:7])[CH:10]=1. The yield is 1.00. (6) The reactants are Cl[C:2]1[N:7]=[C:6]([C:8]2[S:12][C:11]([C:13]([NH:16]C(=O)OC(C)(C)C)([CH3:15])[CH3:14])=[N:10][C:9]=2[C:24]2[CH:29]=[CH:28][CH:27]=[C:26]([NH:30][S:31]([C:34]3[C:39]([F:40])=[CH:38][CH:37]=[CH:36][C:35]=3[F:41])(=[O:33])=[O:32])[C:25]=2[F:42])[CH:5]=[CH:4][N:3]=1.[OH-].[NH4+:44]. No catalyst specified. The product is [NH2:16][C:13]([C:11]1[S:12][C:8]([C:6]2[CH:5]=[CH:4][N:3]=[C:2]([NH2:44])[N:7]=2)=[C:9]([C:24]2[C:25]([F:42])=[C:26]([NH:30][S:31]([C:34]3[C:35]([F:41])=[CH:36][CH:37]=[CH:38][C:39]=3[F:40])(=[O:33])=[O:32])[CH:27]=[CH:28][CH:29]=2)[N:10]=1)([CH3:15])[CH3:14]. The yield is 0.450. (7) The reactants are [Cl:1][C:2]1[CH:6]=[N:5][N:4]([CH3:7])[C:3]=1[C:8]1[CH:9]=[C:10]([NH2:22])[CH:11]=[CH:12][C:13]=1[O:14][CH:15]1[CH2:20][CH2:19][N:18]([CH3:21])[CH2:17][CH2:16]1.[F:23][C:24]1[CH:32]=[CH:31][C:27]([C:28](Cl)=[O:29])=[CH:26][C:25]=1[CH3:33].C(N(CC)CC)C. The catalyst is C(Cl)Cl. The product is [Cl:1][C:2]1[CH:6]=[N:5][N:4]([CH3:7])[C:3]=1[C:8]1[CH:9]=[C:10]([NH:22][C:28](=[O:29])[C:27]2[CH:31]=[CH:32][C:24]([F:23])=[C:25]([CH3:33])[CH:26]=2)[CH:11]=[CH:12][C:13]=1[O:14][CH:15]1[CH2:20][CH2:19][N:18]([CH3:21])[CH2:17][CH2:16]1. The yield is 0.570.